The task is: Predict which catalyst facilitates the given reaction.. This data is from Catalyst prediction with 721,799 reactions and 888 catalyst types from USPTO. (1) Reactant: C(O[C:6](=O)[N:7](C)[C@@H:8]([C:20](=[O:37])[N:21]([CH3:36])[C@@H:22]([CH2:29][N:30]([CH3:35])[S:31]([CH3:34])(=[O:33])=[O:32])[CH2:23][C:24]1[S:25][CH:26]=[CH:27][CH:28]=1)[CH2:9][C:10]1[CH:19]=[CH:18][C:17]2[C:12](=[CH:13][CH:14]=[CH:15][CH:16]=2)[CH:11]=1)(C)(C)C.FC(F)(F)C(O)=O.C(=O)([O-])O.[Na+].O. Product: [CH3:6][NH:7][C@H:8]([CH2:9][C:10]1[CH:19]=[CH:18][C:17]2[C:12](=[CH:13][CH:14]=[CH:15][CH:16]=2)[CH:11]=1)[C:20]([N:21]([CH3:36])[C@@H:22]([CH2:29][N:30]([CH3:35])[S:31]([CH3:34])(=[O:32])=[O:33])[CH2:23][C:24]1[S:25][CH:26]=[CH:27][CH:28]=1)=[O:37]. The catalyst class is: 4. (2) Reactant: [Br:1][C:2]1[CH:7]=[CH:6][C:5]([C@@H:8]([NH:10][CH2:11][CH2:12][C:13]([C:15]2[CH:20]=[CH:19][C:18]([F:21])=[CH:17][CH:16]=2)=O)[CH3:9])=[CH:4][CH:3]=1.[CH3:22][C:23]([S@:26]([NH2:28])=[O:27])([CH3:25])[CH3:24]. Product: [Br:1][C:2]1[CH:7]=[CH:6][C:5]([C@@H:8]([NH:10][CH2:11][CH2:12][C:13](=[N:28][S@@:26]([C:23]([CH3:25])([CH3:24])[CH3:22])=[O:27])[C:15]2[CH:20]=[CH:19][C:18]([F:21])=[CH:17][CH:16]=2)[CH3:9])=[CH:4][CH:3]=1. The catalyst class is: 220. (3) Reactant: [F:1][C:2]([F:19])([F:18])[O:3][C:4]1[CH:17]=[CH:16][CH:15]=[CH:14][C:5]=1[O:6][C:7]1[C:12]([NH2:13])=[CH:11][CH:10]=[CH:9][N:8]=1.[C:20](C1NC=CN=1)(C1NC=CN=1)=[S:21]. Product: [N:13]([C:12]1[C:7]([O:6][C:5]2[CH:14]=[CH:15][CH:16]=[CH:17][C:4]=2[O:3][C:2]([F:1])([F:18])[F:19])=[N:8][CH:9]=[CH:10][CH:11]=1)=[C:20]=[S:21]. The catalyst class is: 2. (4) Reactant: [Cl:1][C:2]1[N:7]=[C:6](Cl)[C:5]([N+:9]([O-:11])=[O:10])=[C:4]([Cl:12])[N:3]=1.CC[N:15](CC)CC.N. Product: [NH2:15][C:6]1[N:7]=[C:2]([Cl:1])[N:3]=[C:4]([Cl:12])[C:5]=1[N+:9]([O-:11])=[O:10]. The catalyst class is: 1.